Dataset: Full USPTO retrosynthesis dataset with 1.9M reactions from patents (1976-2016). Task: Predict the reactants needed to synthesize the given product. Given the product [CH2:1]([O:8][C:9]([NH:11][C@@H:12]1[CH2:17][CH2:16][N:15]([CH2:18][CH2:19][Cl:29])[CH2:14][C@@H:13]1[C:21]([O:23][CH3:24])=[O:22])=[O:10])[C:2]1[CH:7]=[CH:6][CH:5]=[CH:4][CH:3]=1, predict the reactants needed to synthesize it. The reactants are: [CH2:1]([O:8][C:9]([NH:11][C@@H:12]1[CH2:17][CH2:16][N:15]([CH2:18][CH2:19]O)[CH2:14][C@@H:13]1[C:21]([O:23][CH3:24])=[O:22])=[O:10])[C:2]1[CH:7]=[CH:6][CH:5]=[CH:4][CH:3]=1.CS([Cl:29])(=O)=O.C(N(CC)CC)C.CS(OCCN1CCC(NC(OC(C)(C)C)=O)CC1)(=O)=O.[Cl-].